From a dataset of Reaction yield outcomes from USPTO patents with 853,638 reactions. Predict the reaction yield, written as a fraction of the theoretical maximum amount of product (1.0 means a 100% yield; for example, 0.34 means a 34% yield). (1) The reactants are [CH3:1][C:2]1[CH:3]=[CH:4][C:5]([N:15]2[CH2:19][CH2:18][CH2:17][CH2:16]2)=[C:6]([CH2:8][N:9]2[CH2:14][CH2:13][NH:12][CH2:11][CH2:10]2)[CH:7]=1.[C:20](=O)([O:29]N1C(=O)CCC1=O)[O:21][N:22]1[C:26](=[O:27])[CH2:25][CH2:24][C:23]1=[O:28].C(N(CC)CC)C. The catalyst is C(#N)C. The product is [CH3:1][C:2]1[CH:3]=[CH:4][C:5]([N:15]2[CH2:19][CH2:18][CH2:17][CH2:16]2)=[C:6]([CH2:8][N:9]2[CH2:14][CH2:13][N:12]([C:20]([O:21][N:22]3[C:26](=[O:27])[CH2:25][CH2:24][C:23]3=[O:28])=[O:29])[CH2:11][CH2:10]2)[CH:7]=1. The yield is 0.650. (2) The reactants are [CH3:1][C:2]1[CH:3]=[C:4]([CH:8]=[CH:9][C:10]=1[C:11]([N:13]1[CH2:17][CH2:16][CH2:15][CH2:14]1)=[O:12])[C:5]([OH:7])=O.CN(C(ON1N=NC2C=CC=CC1=2)=[N+](C)C)C.[B-](F)(F)(F)F.C(N(C(C)C)CC)(C)C.[N+:49]([C:52]1[CH:63]=[CH:62][C:55]2[NH:56][C:57]([C@@H:59]([NH2:61])[CH3:60])=[N:58][C:54]=2[CH:53]=1)([O-:51])=[O:50]. The catalyst is CN(C)C=O.ClCCl.C(O)C. The yield is 0.870. The product is [CH3:1][C:2]1[CH:3]=[C:4]([CH:8]=[CH:9][C:10]=1[C:11]([N:13]1[CH2:17][CH2:16][CH2:15][CH2:14]1)=[O:12])[C:5]([NH:61][C@H:59]([C:57]1[NH:56][C:55]2[CH:62]=[CH:63][C:52]([N+:49]([O-:51])=[O:50])=[CH:53][C:54]=2[N:58]=1)[CH3:60])=[O:7]. (3) The reactants are I[C:2]1[CH:7]=[C:6]([O:8][CH3:9])[N:5]=[CH:4][C:3]=1[NH:10][C:11](=[O:13])[CH3:12].[O:14]1[CH2:19][CH2:18][CH2:17][CH2:16][CH:15]1[O:20][CH2:21][CH2:22][O:23][CH:24]1[CH2:27][N:26]([C:28]2[CH:33]=[CH:32][C:31]([NH2:34])=[CH:30][CH:29]=2)[CH2:25]1.C1(P(C2CCCCC2)C2C=CC=CC=2C2C(C(C)C)=CC(C(C)C)=CC=2C(C)C)CCCCC1.P([O-])([O-])([O-])=O.[K+].[K+].[K+]. The catalyst is C(O)(C)(C)C.C1C=CC(/C=C/C(/C=C/C2C=CC=CC=2)=O)=CC=1.C1C=CC(/C=C/C(/C=C/C2C=CC=CC=2)=O)=CC=1.C1C=CC(/C=C/C(/C=C/C2C=CC=CC=2)=O)=CC=1.[Pd].[Pd].O. The product is [CH3:9][O:8][C:6]1[N:5]=[CH:4][C:3]([NH:10][C:11](=[O:13])[CH3:12])=[C:2]([NH:34][C:31]2[CH:32]=[CH:33][C:28]([N:26]3[CH2:27][CH:24]([O:23][CH2:22][CH2:21][O:20][CH:15]4[CH2:16][CH2:17][CH2:18][CH2:19][O:14]4)[CH2:25]3)=[CH:29][CH:30]=2)[CH:7]=1. The yield is 0.830.